Dataset: Catalyst prediction with 721,799 reactions and 888 catalyst types from USPTO. Task: Predict which catalyst facilitates the given reaction. (1) Reactant: CCN=C=NCCCN(C)C.[F:12][C:13]1[CH:18]=[CH:17][C:16]([N:19]2[C:24](=[O:25])[C:23]([C:26]([OH:28])=O)=[CH:22][CH:21]=[N:20]2)=[CH:15][CH:14]=1.[CH3:29][O:30][C:31]1[CH:65]=[CH:64][C:34]([CH2:35][N:36]2[C:40]3=[N:41][CH:42]=[CH:43][C:44]([O:45][C:46]4[CH:51]=[CH:50][C:49]([NH2:52])=[CH:48][C:47]=4[F:53])=[C:39]3[C:38]([N:54]3[CH2:59][CH2:58][N:57]([CH2:60][CH2:61][O:62][CH3:63])[CH2:56][CH2:55]3)=[N:37]2)=[CH:33][CH:32]=1.C(N(CC)CC)C. Product: [CH3:29][O:30][C:31]1[CH:32]=[CH:33][C:34]([CH2:35][N:36]2[C:40]3=[N:41][CH:42]=[CH:43][C:44]([O:45][C:46]4[CH:51]=[CH:50][C:49]([NH:52][C:26]([C:23]5[C:24](=[O:25])[N:19]([C:16]6[CH:15]=[CH:14][C:13]([F:12])=[CH:18][CH:17]=6)[N:20]=[CH:21][CH:22]=5)=[O:28])=[CH:48][C:47]=4[F:53])=[C:39]3[C:38]([N:54]3[CH2:59][CH2:58][N:57]([CH2:60][CH2:61][O:62][CH3:63])[CH2:56][CH2:55]3)=[N:37]2)=[CH:64][CH:65]=1. The catalyst class is: 31. (2) Reactant: [Cl:1][C:2]1[C:3]([F:9])=[C:4]([CH:6]=[CH:7][CH:8]=1)[NH2:5].Br[CH:11]([C:13]1[CH:14]=[C:15]([C:30]([O:32][CH3:33])=[O:31])[CH:16]=[C:17]2[C:22]=1[O:21][C:20]([N:23]1[CH2:28][CH2:27][O:26][CH2:25][CH2:24]1)=[CH:19][C:18]2=[O:29])[CH3:12]. Product: [Cl:1][C:2]1[C:3]([F:9])=[C:4]([NH:5][CH:11]([C:13]2[CH:14]=[C:15]([C:30]([O:32][CH3:33])=[O:31])[CH:16]=[C:17]3[C:22]=2[O:21][C:20]([N:23]2[CH2:28][CH2:27][O:26][CH2:25][CH2:24]2)=[CH:19][C:18]3=[O:29])[CH3:12])[CH:6]=[CH:7][CH:8]=1. The catalyst class is: 2. (3) Reactant: [CH2:1]([N:8]1[CH2:12][CH2:11][C@@H:10]([NH2:13])[CH2:9]1)[C:2]1[CH:7]=[CH:6][CH:5]=[CH:4][CH:3]=1.[C:14]([NH:21][CH2:22][C:23](O)=[O:24])([O:16][C:17]([CH3:20])([CH3:19])[CH3:18])=[O:15].ON1C2C=CC=CC=2N=N1.Cl.C(N=C=NCCCN(C)C)C. Product: [C:17]([O:16][C:14]([NH:21][CH2:22][C:23]([NH:13][C@@H:10]1[CH2:11][CH2:12][N:8]([CH2:1][C:2]2[CH:3]=[CH:4][CH:5]=[CH:6][CH:7]=2)[CH2:9]1)=[O:24])=[O:15])([CH3:20])([CH3:19])[CH3:18]. The catalyst class is: 571. (4) Reactant: [Li].[OH:2][C:3]1[CH:4]=[CH:5][CH:6]=[C:7]2[C:12]=1[N:11]=[CH:10][CH:9]=[CH:8]2.[Cl-:13].[Cl-].[Cl-].[Cr+3:16]. Product: [Cl-:13].[Cl-:13].[N:11]1[C:12]2[C:7](=[CH:6][CH:5]=[CH:4][C:3]=2[O:2][Cr+2:16])[CH:8]=[CH:9][CH:10]=1. The catalyst class is: 7.